From a dataset of Peptide-MHC class I binding affinity with 185,985 pairs from IEDB/IMGT. Regression. Given a peptide amino acid sequence and an MHC pseudo amino acid sequence, predict their binding affinity value. This is MHC class I binding data. (1) The peptide sequence is GRITTRHIG. The MHC is HLA-B27:05 with pseudo-sequence HLA-B27:05. The binding affinity (normalized) is 0.380. (2) The MHC is HLA-B39:01 with pseudo-sequence HLA-B39:01. The binding affinity (normalized) is 0.0847. The peptide sequence is FLAFFSNGV. (3) The peptide sequence is KTWGKAKIV. The MHC is HLA-A32:01 with pseudo-sequence HLA-A32:01. The binding affinity (normalized) is 0.340. (4) The peptide sequence is LTMNLVSDI. The MHC is HLA-B15:01 with pseudo-sequence HLA-B15:01. The binding affinity (normalized) is 0.0847. (5) The peptide sequence is AAPAPSSST. The MHC is Mamu-A01 with pseudo-sequence Mamu-A01. The binding affinity (normalized) is 0.208. (6) The peptide sequence is YITDYSNDI. The MHC is HLA-A02:16 with pseudo-sequence HLA-A02:16. The binding affinity (normalized) is 0.0847. (7) The peptide sequence is SPGDNSAKF. The MHC is HLA-B15:17 with pseudo-sequence HLA-B15:17. The binding affinity (normalized) is 0.0847. (8) The peptide sequence is TAFTIPSI. The MHC is Mamu-A2201 with pseudo-sequence Mamu-A2201. The binding affinity (normalized) is 0. (9) The peptide sequence is MTQTLLIQNA. The MHC is Mamu-B08 with pseudo-sequence Mamu-B08. The binding affinity (normalized) is 0. (10) The peptide sequence is TEVMTAVGL. The MHC is HLA-B40:01 with pseudo-sequence HLA-B40:01. The binding affinity (normalized) is 0.787.